This data is from Forward reaction prediction with 1.9M reactions from USPTO patents (1976-2016). The task is: Predict the product of the given reaction. The product is: [F:1][C:2]1[C:7]([F:26])=[CH:6][N:5]=[C:4]2[NH:8][CH:9]=[CH:10][C:3]=12. Given the reactants [F:1][C:2]1[CH:7]=[CH:6][N:5]=[C:4]2[N:8]([Si](C(C)C)(C(C)C)C(C)C)[CH:9]=[CH:10][C:3]=12.[Li]C(CC)C.[F:26]N(S(C1C=CC=CC=1)(=O)=O)S(C1C=CC=CC=1)(=O)=O.[Cl-].[NH4+].CCCC[N+](CCCC)(CCCC)CCCC.[F-], predict the reaction product.